From a dataset of Full USPTO retrosynthesis dataset with 1.9M reactions from patents (1976-2016). Predict the reactants needed to synthesize the given product. (1) The reactants are: [Br:1][CH2:2][CH2:3][CH2:4][O:5][C:6]1[CH:39]=[CH:38][C:9]([CH2:10][NH:11][C:12]2[N:17]=[C:16]([NH:18][C:19]3[CH:31]=[CH:30][C:22]([C:23]([O:25]C(C)(C)C)=[O:24])=[CH:21][CH:20]=3)[CH:15]=[C:14]([O:32][CH2:33][C:34]([F:37])([F:36])[F:35])[N:13]=2)=[CH:8][CH:7]=1.Cl. Given the product [Br:1][CH2:2][CH2:3][CH2:4][O:5][C:6]1[CH:7]=[CH:8][C:9]([CH2:10][NH:11][C:12]2[N:17]=[C:16]([NH:18][C:19]3[CH:31]=[CH:30][C:22]([C:23]([OH:25])=[O:24])=[CH:21][CH:20]=3)[CH:15]=[C:14]([O:32][CH2:33][C:34]([F:37])([F:36])[F:35])[N:13]=2)=[CH:38][CH:39]=1, predict the reactants needed to synthesize it. (2) Given the product [Br:1][C:2]1[CH:7]=[CH:6][C:5]([C@@H:14]2[CH2:15][CH2:16][C:12](=[O:17])[CH2:13]2)=[CH:4][CH:3]=1, predict the reactants needed to synthesize it. The reactants are: [Br:1][C:2]1[CH:7]=[CH:6][C:5](B(O)O)=[CH:4][CH:3]=1.O.[C:12]1(=[O:17])[CH2:16][CH2:15][CH:14]=[CH:13]1. (3) Given the product [C:1]([C:5]1[N:10]=[C:9]([N:11]2[CH2:12][CH2:13][N:14]([CH2:22][CH2:23][CH2:24][Cl:25])[CH2:15][CH2:16]2)[CH:8]=[C:7]([CH:17]2[CH2:20][CH2:19][CH2:18]2)[N:6]=1)([CH3:4])([CH3:2])[CH3:3], predict the reactants needed to synthesize it. The reactants are: [C:1]([C:5]1[N:10]=[C:9]([N:11]2[CH2:16][CH2:15][NH:14][CH2:13][CH2:12]2)[CH:8]=[C:7]([CH:17]2[CH2:20][CH2:19][CH2:18]2)[N:6]=1)([CH3:4])([CH3:3])[CH3:2].Br[CH2:22][CH2:23][CH2:24][Cl:25].C(N(CC)CC)C. (4) Given the product [F:24][C:25]1[CH:31]=[C:30]([F:32])[CH:29]=[CH:28][C:26]=1[NH:27][C:2]1[C:11]2[C:6](=[CH:7][C:8]([O:14][CH3:15])=[C:9]([O:12][CH3:13])[CH:10]=2)[N:5]=[N:4][C:3]=1[C:16]([O:18][CH2:19][CH3:20])=[O:17], predict the reactants needed to synthesize it. The reactants are: Cl[C:2]1[C:11]2[C:6](=[CH:7][C:8]([O:14][CH3:15])=[C:9]([O:12][CH3:13])[CH:10]=2)[N:5]=[N:4][C:3]=1[C:16]([O:18][CH2:19][CH3:20])=[O:17].C(O)C.[F:24][C:25]1[CH:31]=[C:30]([F:32])[CH:29]=[CH:28][C:26]=1[NH2:27].C(O)(=O)C. (5) Given the product [ClH:19].[N:16]1[CH:15]=[CH:14][C:13]([C:6]2[CH:7]=[CH:8][N:9]=[C:10]3[C:5]=2[N:4]=[C:3]([OH:2])[CH:12]=[CH:11]3)=[CH:18][CH:17]=1, predict the reactants needed to synthesize it. The reactants are: C[O:2][C:3]1[CH:12]=[CH:11][C:10]2[C:5](=[C:6]([C:13]3[CH:18]=[CH:17][N:16]=[CH:15][CH:14]=3)[CH:7]=[CH:8][N:9]=2)[N:4]=1.[ClH:19]. (6) Given the product [Cl:21][CH2:20][CH2:19][CH2:18][CH:8]([C:5]1[CH:4]=[CH:3][C:2]([F:1])=[CH:7][CH:6]=1)[C:9]([OH:11])=[O:10], predict the reactants needed to synthesize it. The reactants are: [F:1][C:2]1[CH:7]=[CH:6][C:5]([CH2:8][C:9]([OH:11])=[O:10])=[CH:4][CH:3]=1.C([Li])CCC.Br[CH2:18][CH2:19][CH2:20][Cl:21]. (7) The reactants are: C(OC([N:8]1[CH2:14][CH2:13][C:12]2[C:15]([S:20][C:21](=O)N(C)C)=[C:16]([Cl:19])[CH:17]=[CH:18][C:11]=2[CH2:10][CH2:9]1)=O)(C)(C)C.FC(F)(F)S(OC[C:33]([F:41])([F:40])[C:34]1[CH:39]=[CH:38][CH:37]=[CH:36][N:35]=1)(=O)=O. Given the product [ClH:19].[Cl:19][C:16]1[CH:17]=[CH:18][C:11]2[CH2:10][CH2:9][NH:8][CH2:14][CH2:13][C:12]=2[C:15]=1[S:20][CH2:21][C:33]([F:41])([F:40])[C:34]1[CH:39]=[CH:38][CH:37]=[CH:36][N:35]=1, predict the reactants needed to synthesize it. (8) Given the product [Cl:1][C:2]1[CH:3]=[CH:4][C:5]([O:19][CH3:20])=[C:6]([C:8]2[N:12]([CH2:13][CH2:14][CH:15]([CH3:17])[CH3:16])[N:11]=[CH:10][C:9]=2[NH:18][C:30]([C:23]2[CH:22]=[N:21][N:25]3[CH:26]=[CH:27][CH:28]=[N:29][C:24]=23)=[O:31])[CH:7]=1, predict the reactants needed to synthesize it. The reactants are: [Cl:1][C:2]1[CH:3]=[CH:4][C:5]([O:19][CH3:20])=[C:6]([C:8]2[N:12]([CH2:13][CH2:14][CH:15]([CH3:17])[CH3:16])[N:11]=[CH:10][C:9]=2[NH2:18])[CH:7]=1.[N:21]1[N:25]2[CH:26]=[CH:27][CH:28]=[N:29][C:24]2=[C:23]([C:30](O)=[O:31])[CH:22]=1.F[P-](F)(F)(F)(F)F.N1(O[P+](N2CCCC2)(N2CCCC2)N2CCCC2)C2N=CC=CC=2N=N1.C(N(CC)C(C)C)(C)C. (9) Given the product [CH2:1]([NH:8][CH2:9][C:11]1[CH:12]=[CH:13][C:14]([S:17][C:18]2[CH:26]=[CH:25][C:21]([C:22]([NH2:24])=[O:23])=[CH:20][N:19]=2)=[CH:15][CH:16]=1)[C:2]1[CH:7]=[CH:6][CH:5]=[CH:4][CH:3]=1, predict the reactants needed to synthesize it. The reactants are: [CH2:1]([NH2:8])[C:2]1[CH:7]=[CH:6][CH:5]=[CH:4][CH:3]=1.[CH:9]([C:11]1[CH:16]=[CH:15][C:14]([S:17][C:18]2[CH:26]=[CH:25][C:21]([C:22]([NH2:24])=[O:23])=[CH:20][N:19]=2)=[CH:13][CH:12]=1)=O.CO.[BH4-].[Na+].